Dataset: Forward reaction prediction with 1.9M reactions from USPTO patents (1976-2016). Task: Predict the product of the given reaction. (1) The product is: [OH:17][C@@H:18]1[C@@H:23]([C:24]2[CH:25]=[CH:26][C:27]([OH:30])=[CH:28][CH:29]=2)[C@H:22]([CH2:31][O:32][Si:9]([CH:14]([CH3:16])[CH3:15])([CH:11]([CH3:13])[CH3:12])[CH:6]([CH3:8])[CH3:7])[CH2:21][N:20]([C:33]([O:35][CH2:36][C:37]2[CH:38]=[CH:39][CH:40]=[CH:41][CH:42]=2)=[O:34])[CH2:19]1. Given the reactants N1C=CN=C1.[CH:6]([Si:9]([CH:14]([CH3:16])[CH3:15])([CH:11]([CH3:13])[CH3:12])Cl)([CH3:8])[CH3:7].[OH:17][C@@H:18]1[C@@H:23]([C:24]2[CH:29]=[CH:28][C:27]([OH:30])=[CH:26][CH:25]=2)[C@H:22]([CH2:31][OH:32])[CH2:21][N:20]([C:33]([O:35][CH2:36][C:37]2[CH:42]=[CH:41][CH:40]=[CH:39][CH:38]=2)=[O:34])[CH2:19]1, predict the reaction product. (2) Given the reactants [NH2:1][C:2]1[S:3][C:4]2[C:9]([N:10]=1)=[CH:8][CH:7]=[C:6]([O:11][C:12]1[CH:13]=[C:14]([NH:18][C:19]([C:21]3[N:25]([CH3:26])[N:24]=[C:23]([CH3:27])[CH:22]=3)=[O:20])[CH:15]=[CH:16][CH:17]=1)[N:5]=2.[C:28](Cl)(=[O:30])[CH3:29], predict the reaction product. The product is: [C:28]([NH:1][C:2]1[S:3][C:4]2[C:9]([N:10]=1)=[CH:8][CH:7]=[C:6]([O:11][C:12]1[CH:13]=[C:14]([NH:18][C:19]([C:21]3[N:25]([CH3:26])[N:24]=[C:23]([CH3:27])[CH:22]=3)=[O:20])[CH:15]=[CH:16][CH:17]=1)[N:5]=2)(=[O:30])[CH3:29]. (3) Given the reactants [CH:1](/[C:7]1[CH:8]=[C:9]([CH:12]=[CH:13][CH:14]=1)[C:10]#N)=[CH:2]/[CH2:3][CH2:4][CH2:5][CH3:6].C(/C1C=CC(C=[O:26])=CC=1)=C/CCCC, predict the reaction product. The product is: [CH:1](/[C:7]1[CH:8]=[C:9]([CH:12]=[CH:13][CH:14]=1)[CH:10]=[O:26])=[CH:2]/[CH2:3][CH2:4][CH2:5][CH3:6].